This data is from TCR-epitope binding with 47,182 pairs between 192 epitopes and 23,139 TCRs. The task is: Binary Classification. Given a T-cell receptor sequence (or CDR3 region) and an epitope sequence, predict whether binding occurs between them. (1) The epitope is GLIYNRMGAVTTEV. The TCR CDR3 sequence is CASSDTGSPNEQYF. Result: 0 (the TCR does not bind to the epitope). (2) The epitope is GVAMPNLYK. The TCR CDR3 sequence is CASSLAEQGGELFF. Result: 0 (the TCR does not bind to the epitope).